From a dataset of Full USPTO retrosynthesis dataset with 1.9M reactions from patents (1976-2016). Predict the reactants needed to synthesize the given product. Given the product [NH3:2].[CH3:1][N:2]1[CH2:6][CH2:5][CH2:4][C@H:3]1[C:7]1[CH:8]=[C:9]([CH2:13][CH2:14][CH2:15][NH:16][C:61]([C@H:62]2[CH2:49][CH2:48][C@H:58]([NH:53][C:22](=[O:23])[O:21][C:17]([CH3:18])([CH3:19])[CH3:20])[CH2:59][CH2:63]2)=[O:60])[CH:10]=[N:11][CH:12]=1, predict the reactants needed to synthesize it. The reactants are: [CH3:1][N:2]1[CH2:6][CH2:5][CH2:4][C@H:3]1[C:7]1[CH:8]=[C:9]([CH2:13][CH2:14][CH2:15][NH2:16])[CH:10]=[N:11][CH:12]=1.[C:17]([O:21][C:22]([C@H]1CC[C@H](C(O)=O)CC1)=[O:23])([CH3:20])([CH3:19])[CH3:18].C(P1(=O)OP(CCC)(=O)OP(C[CH2:48][CH3:49])(=O)O1)CC.CC[N:53](CC)CC.[CH3:58][CH:59]1[CH2:63][CH2:62][CH2:61][O:60]1.